Task: Predict the reaction yield, written as a fraction of the theoretical maximum amount of product (1.0 means a 100% yield; for example, 0.34 means a 34% yield).. Dataset: Reaction yield outcomes from USPTO patents with 853,638 reactions (1) The reactants are [CH2:1]([O:8][C:9]1([C:12]2[CH:17]=[CH:16][C:15]([C:18]#[C:19][C:20]3[CH:25]=[CH:24][C:23]([CH2:26][C:27]([O:29]C)=[O:28])=[CH:22][CH:21]=3)=[CH:14][C:13]=2[CH3:31])[CH2:11][CH2:10]1)[C:2]1[CH:7]=[CH:6][CH:5]=[CH:4][CH:3]=1.[OH-].[Na+]. The catalyst is C(O)C.O1CCCC1. The product is [CH2:1]([O:8][C:9]1([C:12]2[CH:17]=[CH:16][C:15]([C:18]#[C:19][C:20]3[CH:21]=[CH:22][C:23]([CH2:26][C:27]([OH:29])=[O:28])=[CH:24][CH:25]=3)=[CH:14][C:13]=2[CH3:31])[CH2:10][CH2:11]1)[C:2]1[CH:3]=[CH:4][CH:5]=[CH:6][CH:7]=1. The yield is 0.400. (2) The reactants are [ClH:1].O1CCOCC1.[Cl:8]C1C=CC([C@@H:15]([C@H]2N(C(OC(C)(C)C)=O)C(C)(C)CC2)[C:16]([N:18]2[CH2:23][CH2:22][N:21]([C:24]3[C:25]4[C@H:32]([CH3:33])[CH2:31][C@@H:30]([OH:34])[C:26]=4[N:27]=[CH:28][N:29]=3)[CH2:20][CH2:19]2)=[O:17])=C(F)C=1. The catalyst is C(Cl)Cl. The product is [ClH:8].[ClH:1].[OH:34][C@H:30]1[C:26]2[N:27]=[CH:28][N:29]=[C:24]([N:21]3[CH2:22][CH2:23][N:18]([C:16](=[O:17])[CH3:15])[CH2:19][CH2:20]3)[C:25]=2[C@H:32]([CH3:33])[CH2:31]1. The yield is 0.847. (3) The reactants are [Si:1]([O:8][CH2:9][CH2:10][CH2:11][CH2:12][C:13]1[CH:18]=[CH:17][C:16]([CH2:19][OH:20])=[CH:15][CH:14]=1)([C:4]([CH3:7])([CH3:6])[CH3:5])([CH3:3])[CH3:2].[C:21]([N:25]1[C:30](=[O:31])[C:29]([Cl:32])=[C:28](Cl)[CH:27]=[N:26]1)([CH3:24])([CH3:23])[CH3:22].C(=O)([O-])[O-].[Cs+].[Cs+]. The catalyst is CN(C)C=O. The product is [C:21]([N:25]1[C:30](=[O:31])[C:29]([Cl:32])=[C:28]([O:20][CH2:19][C:16]2[CH:15]=[CH:14][C:13]([CH2:12][CH2:11][CH2:10][CH2:9][O:8][Si:1]([C:4]([CH3:7])([CH3:6])[CH3:5])([CH3:3])[CH3:2])=[CH:18][CH:17]=2)[CH:27]=[N:26]1)([CH3:24])([CH3:22])[CH3:23]. The yield is 0.890. (4) The reactants are Br[C:2]1[CH:3]=[C:4]2[C:9](=[CH:10][CH:11]=1)[CH:8]=[C:7]([CH2:12][CH2:13][OH:14])[CH:6]=[CH:5]2.[N:15]1[NH:16][C:17](=[O:21])[CH:18]=[CH:19][CH:20]=1.C([O-])([O-])=O.[K+].[K+]. The catalyst is N1C=CC=CC=1.[Cu]. The product is [OH:14][CH2:13][CH2:12][C:7]1[CH:8]=[C:9]2[C:4](=[CH:5][CH:6]=1)[CH:3]=[C:2]([N:16]1[C:17](=[O:21])[CH:18]=[CH:19][CH:20]=[N:15]1)[CH:11]=[CH:10]2. The yield is 0.540. (5) The reactants are Br[C:2]1[C:28]([O:29][CH3:30])=[CH:27][C:5]2[N:6]([CH2:9][C:10]3[CH:26]=[CH:25][C:13]4[N:14]=[C:15]([NH:17][C@@H:18]5[CH2:23][CH2:22][CH2:21][CH2:20][C@H:19]5[OH:24])[S:16][C:12]=4[CH:11]=3)[CH:7]=[N:8][C:4]=2[CH:3]=1.[OH-].[Na+]. The catalyst is O1CCOCC1.[Zn]. The product is [CH3:30][O:29][C:28]1[CH:2]=[CH:3][C:4]2[N:8]=[CH:7][N:6]([CH2:9][C:10]3[CH:26]=[CH:25][C:13]4[N:14]=[C:15]([NH:17][C@@H:18]5[CH2:23][CH2:22][CH2:21][CH2:20][C@H:19]5[OH:24])[S:16][C:12]=4[CH:11]=3)[C:5]=2[CH:27]=1. The yield is 0.560.